This data is from Forward reaction prediction with 1.9M reactions from USPTO patents (1976-2016). The task is: Predict the product of the given reaction. (1) Given the reactants [CH3:1][C:2]1[N:7]=[C:6]([C:8]2[N:9]=[C:10]3[N:14]([C:15](=[O:17])[CH3:16])[CH2:13][CH2:12][N:11]3[CH:18]=2)[CH:5]=[CH:4][CH:3]=1.CC1[N:25]=[C:24](C2NC(NC(=O)C)=NC=2)C=CC=1.C(OC(=O)C(Br)CBr)C, predict the reaction product. The product is: [C:15]([N:14]1[CH:13]([C:24]#[N:25])[CH2:12][N:11]2[CH:18]=[C:8]([C:6]3[CH:5]=[CH:4][CH:3]=[C:2]([CH3:1])[N:7]=3)[N:9]=[C:10]12)(=[O:17])[CH3:16]. (2) Given the reactants [CH2:1]([C:4]1[C:5]([Cl:30])=[N:6][C:7]2[N:8]([N:27]=[CH:28][CH:29]=2)[C:9]=1[N:10]([C:18]1[CH:23]=[CH:22][C:21]([O:24][CH2:25][CH3:26])=[CH:20][CH:19]=1)[C:11](=[O:17])[O:12][C:13]([CH3:16])([CH3:15])[CH3:14])[CH:2]=[CH2:3].CSC.B.[OH-:35].[Na+].OO, predict the reaction product. The product is: [C:13]([O:12][C:11](=[O:17])[N:10]([C:9]1[N:8]2[N:27]=[CH:28][CH:29]=[C:7]2[N:6]=[C:5]([Cl:30])[C:4]=1[CH2:1][CH2:2][CH2:3][OH:35])[C:18]1[CH:19]=[CH:20][C:21]([O:24][CH2:25][CH3:26])=[CH:22][CH:23]=1)([CH3:15])([CH3:14])[CH3:16]. (3) Given the reactants [C:1]([O:5][C:6]([NH:8][CH2:9][CH2:10][CH2:11][C:12]([OH:14])=O)=[O:7])([CH3:4])([CH3:3])[CH3:2].C1N=CN(C(N2C=NC=C2)=O)C=1.Cl.[CH3:28][O:29][NH:30][CH3:31], predict the reaction product. The product is: [CH3:28][O:29][N:30]([CH3:31])[C:12](=[O:14])[CH2:11][CH2:10][CH2:9][NH:8][C:6](=[O:7])[O:5][C:1]([CH3:2])([CH3:3])[CH3:4]. (4) Given the reactants [NH2:1][CH2:2][CH2:3][CH2:4][Si:5](OCC)(OCC)OCC.[CH3:15][O:16][C:17]1[CH:33]=[CH:32][C:20]([C:21]([C:23]23[O:30][C:29](=[O:31])[CH:28]2[CH2:27][CH2:26][CH2:25][CH2:24]3)=[O:22])=[CH:19][CH:18]=1, predict the reaction product. The product is: [SiH3:5][CH2:4][CH2:3][CH2:2][NH:1][C:29]([CH:28]1[CH2:27][CH2:26][CH2:25][CH2:24][C:23]1([OH:30])[C:21](=[O:22])[C:20]1[CH:19]=[CH:18][C:17]([O:16][CH3:15])=[CH:33][CH:32]=1)=[O:31].